From a dataset of CYP3A4 inhibition data for predicting drug metabolism from PubChem BioAssay. Regression/Classification. Given a drug SMILES string, predict its absorption, distribution, metabolism, or excretion properties. Task type varies by dataset: regression for continuous measurements (e.g., permeability, clearance, half-life) or binary classification for categorical outcomes (e.g., BBB penetration, CYP inhibition). Dataset: cyp3a4_veith. (1) The drug is CCN1C(=O)[C@H]2CC[C@H]3/C(=N\NC(=O)OCc4ccc(OC)cc4)C[C@@H](O)[C@@H](O)[C@@H]3[C@@H]2C1=O. The result is 0 (non-inhibitor). (2) The molecule is O=C(NN=C1C2CC3CC(C2)CC1C3)c1cc(Cl)ccc1O. The result is 1 (inhibitor). (3) The compound is N#Cc1ccccc1Sc1ccccc1N. The result is 1 (inhibitor). (4) The molecule is COC(=O)[C@@]1(Cc2ccc(OC)cc2)[C@H]2c3cc(C(=O)N4CCCC4)n(Cc4nc5ccccc5[nH]4)c3C[C@H]2CN1C(=O)c1ccccc1. The result is 1 (inhibitor). (5) The molecule is CCCNC(=O)NS(=O)(=O)c1ccc(Cl)cc1. The result is 0 (non-inhibitor). (6) The molecule is COC(=O)c1ccc(NC(=S)N2CCN(Cc3cccc(C)c3)CC2)cc1. The result is 1 (inhibitor).